This data is from HIV replication inhibition screening data with 41,000+ compounds from the AIDS Antiviral Screen. The task is: Binary Classification. Given a drug SMILES string, predict its activity (active/inactive) in a high-throughput screening assay against a specified biological target. The molecule is C=CCNC(=S)NC=C(C#N)C(=O)OC. The result is 0 (inactive).